From a dataset of Full USPTO retrosynthesis dataset with 1.9M reactions from patents (1976-2016). Predict the reactants needed to synthesize the given product. (1) The reactants are: [CH2:1]([NH:5][C:6]1[N:14]=[C:13]2[C:9]([N:10]=[C:11]([O:20]C)[N:12]2[CH2:15][CH2:16][CH2:17][CH2:18]Cl)=[C:8]([NH2:22])[N:7]=1)[CH2:2][CH2:3][CH3:4].[CH3:23][CH:24]([N:26]1[CH2:31][CH2:30][NH:29][CH2:28][CH2:27]1)[CH3:25]. Given the product [NH2:22][C:8]1[N:7]=[C:6]([NH:5][CH2:1][CH2:2][CH2:3][CH3:4])[N:14]=[C:13]2[C:9]=1[NH:10][C:11](=[O:20])[N:12]2[CH2:15][CH2:16][CH2:17][CH2:18][N:29]1[CH2:30][CH2:31][N:26]([CH:24]([CH3:25])[CH3:23])[CH2:27][CH2:28]1, predict the reactants needed to synthesize it. (2) Given the product [N:2]1[NH:1][C:5]([C:10]2[CH:11]=[C:12]([NH2:13])[CH:14]=[CH:15][CH:16]=2)=[CH:4][CH:3]=1, predict the reactants needed to synthesize it. The reactants are: [NH:1]1[C:5](B(O)O)=[CH:4][CH:3]=[N:2]1.Br[C:10]1[CH:11]=[C:12]([CH:14]=[CH:15][CH:16]=1)[NH2:13].[O-]P([O-])([O-])=O.[K+].[K+].[K+].C1(P(C2CCCCC2)C2CCCCC2)CCCCC1. (3) Given the product [N+:9]([C:3]1[CH:4]=[C:5]([O:8][C:13]2[N:18]=[C:17]([C:19]3[CH:20]=[N:21][CH:22]=[CH:23][CH:24]=3)[CH:16]=[CH:15][N:14]=2)[CH:6]=[CH:7][C:2]=1[NH2:1])([O-:11])=[O:10], predict the reactants needed to synthesize it. The reactants are: [NH2:1][C:2]1[CH:7]=[CH:6][C:5]([OH:8])=[CH:4][C:3]=1[N+:9]([O-:11])=[O:10].Cl[C:13]1[N:18]=[C:17]([C:19]2[CH:20]=[N:21][CH:22]=[CH:23][CH:24]=2)[CH:16]=[CH:15][N:14]=1. (4) Given the product [N:38]1([C:2]2[CH:7]=[CH:6][C:5]([C:8]3([C:11]([N:13]4[CH2:17][CH2:16][C@@:15]5([C:25]6[CH:24]=[CH:23][N:22]=[CH:21][C:20]=6[C:19](=[O:26])[O:18]5)[CH2:14]4)=[O:12])[CH2:10][CH2:9]3)=[CH:4][CH:3]=2)[C:39]2[CH:44]=[CH:43][CH:42]=[CH:41][C:40]=2[N:45]=[CH:46]1, predict the reactants needed to synthesize it. The reactants are: Br[C:2]1[CH:7]=[CH:6][C:5]([C:8]2([C:11]([N:13]3[CH2:17][CH2:16][C:15]4([C:25]5[CH:24]=[CH:23][N:22]=[CH:21][C:20]=5[C:19](=[O:26])[O:18]4)[CH2:14]3)=[O:12])[CH2:10][CH2:9]2)=[CH:4][CH:3]=1.N1C=CN=C1.CN(C)C=O.C[NH:38][C@H:39]1[CH2:44][CH2:43][CH2:42][CH2:41][C@@H:40]1[NH:45][CH3:46].C(=O)([O-])[O-].[Cs+].[Cs+]. (5) Given the product [Cl:48][C:49]1[CH:50]=[C:51]([NH:61][C:62](=[O:64])[CH3:63])[CH:52]=[CH:53][C:54]=1[N:55]1[CH2:60][CH2:59][N:58]([C:12]2[C:11]3[C:6](=[CH:7][C:8]([O:31][CH3:32])=[C:9]([O:29][CH3:30])[CH:10]=3)[N:5]=[C:4]([CH:1]3[CH2:3][CH2:2]3)[N:13]=2)[CH2:57][CH2:56]1, predict the reactants needed to synthesize it. The reactants are: [CH:1]1([C:4]2[N:13]=[C:12](N3CCN(C4C=CC(F)=CC=4OC)CC3)[C:11]3[C:6](=[CH:7][C:8]([O:31][CH3:32])=[C:9]([O:29][CH3:30])[CH:10]=3)[N:5]=2)[CH2:3][CH2:2]1.FC1C=CC(N2CCNCC2)=C(OC)C=1.[Cl:48][C:49]1[CH:50]=[C:51]([NH:61][C:62](=[O:64])[CH3:63])[CH:52]=[CH:53][C:54]=1[N:55]1[CH2:60][CH2:59][NH:58][CH2:57][CH2:56]1.